Task: Predict the product of the given reaction.. Dataset: Forward reaction prediction with 1.9M reactions from USPTO patents (1976-2016) Given the reactants [CH3:1][O:2][C:3]1[N:4]=[C:5]2[C:10](=[CH:11][CH:12]=1)[N:9]=[CH:8][CH:7]=[C:6]2[N:13]1[CH2:17][CH2:16][CH:15]([S:18][CH2:19][CH2:20][NH2:21])[CH2:14]1.C(N(CC)CC)C.ClC(OCC)=O.[O:35]=[C:36]1[CH2:41][S:40][C:39]2[CH:42]=[CH:43][C:44]([C:46](O)=[O:47])=[N:45][C:38]=2[NH:37]1.C(=O)(O)[O-].[Na+], predict the reaction product. The product is: [CH3:1][O:2][C:3]1[N:4]=[C:5]2[C:10](=[CH:11][CH:12]=1)[N:9]=[CH:8][CH:7]=[C:6]2[N:13]1[CH2:17][CH2:16][CH:15]([S:18][CH2:19][CH2:20][NH:21][C:46]([C:44]2[CH:43]=[CH:42][C:39]3[S:40][CH2:41][C:36](=[O:35])[NH:37][C:38]=3[N:45]=2)=[O:47])[CH2:14]1.